Dataset: M1 muscarinic receptor antagonist screen with 61,756 compounds. Task: Binary Classification. Given a drug SMILES string, predict its activity (active/inactive) in a high-throughput screening assay against a specified biological target. (1) The compound is Brc1c(N2C(Nc3nc(cc(n3)C)C)=NCC2=O)cccc1. The result is 0 (inactive). (2) The drug is Clc1c(c2n(N)c(SC)nn2)cccc1. The result is 0 (inactive).